Dataset: Full USPTO retrosynthesis dataset with 1.9M reactions from patents (1976-2016). Task: Predict the reactants needed to synthesize the given product. Given the product [O:29]=[S:2]1(=[O:1])[CH2:3][CH:4]([C:6]2[N:11]=[CH:10][C:9]([C:12]3[CH:17]=[CH:16][C:15]([C@@H:18]([OH:28])[C@H:19]([NH:22][C:23](=[O:27])[CH:24]([F:26])[F:25])[CH2:20][F:21])=[CH:14][CH:13]=3)=[CH:8][CH:7]=2)[CH2:5]1, predict the reactants needed to synthesize it. The reactants are: [O:1]=[S:2]1(=[O:29])[CH:5]=[C:4]([C:6]2[N:11]=[CH:10][C:9]([C:12]3[CH:17]=[CH:16][C:15]([C@@H:18]([OH:28])[C@H:19]([NH:22][C:23](=[O:27])[CH:24]([F:26])[F:25])[CH2:20][F:21])=[CH:14][CH:13]=3)=[CH:8][CH:7]=2)[CH2:3]1.